Task: Predict which catalyst facilitates the given reaction.. Dataset: Catalyst prediction with 721,799 reactions and 888 catalyst types from USPTO (1) Reactant: [NH2:1][C:2]1[N:7]=[CH:6][C:5]([C:8]2[CH:21]=[CH:20][C:11]([C:12]([NH:14][CH:15]([CH3:19])[C:16]([OH:18])=[O:17])=[O:13])=[C:10]([F:22])[CH:9]=2)=[CH:4][N:3]=1.Cl[CH:24]([C:27]1([C:30]2[CH:31]=[C:32]3[C:37](=[CH:38][CH:39]=2)[N:36]=[CH:35][CH:34]=[CH:33]3)[CH2:29][CH2:28]1)[CH:25]=O. Product: [F:22][C:10]1[CH:9]=[C:8]([C:5]2[CH:6]=[N:7][C:2]3[N:3]([C:24]([C:27]4([C:30]5[CH:31]=[C:32]6[C:37](=[CH:38][CH:39]=5)[N:36]=[CH:35][CH:34]=[CH:33]6)[CH2:29][CH2:28]4)=[CH:25][N:1]=3)[CH:4]=2)[CH:21]=[CH:20][C:11]=1[C:12]([NH:14][CH:15]([CH3:19])[C:16]([OH:18])=[O:17])=[O:13]. The catalyst class is: 8. (2) The catalyst class is: 16. Reactant: Br[C:2]1[CH:7]=[C:6]([CH2:8][CH3:9])[C:5]([N+:10]([O-:12])=[O:11])=[CH:4][N:3]=1.[CH3:13][S:14]([O-:16])=[O:15].[Na+]. Product: [CH2:8]([C:6]1[C:5]([N+:10]([O-:12])=[O:11])=[CH:4][N:3]=[C:2]([S:14]([CH3:13])(=[O:16])=[O:15])[CH:7]=1)[CH3:9]. (3) Reactant: [CH3:1][O:2][S:3]([O-:6])(=[O:5])=[O:4].[CH3:7][S+:8]([CH3:25])[C:9]1[CH:14]=[CH:13][C:12]([C:15](=[O:24])[C:16]([NH+:19]([CH2:22][CH3:23])[CH2:20][CH3:21])([CH3:18])[CH3:17])=[CH:11][CH:10]=1.COS([O-])(=O)=O.C(=O)([O-])[O-].[Na+].[Na+]. Product: [CH3:1][O:2][S:3]([O-:6])(=[O:5])=[O:4].[CH2:22]([N:19]([CH2:20][CH3:21])[C:16]([CH3:18])([CH3:17])[C:15]([C:12]1[CH:11]=[CH:10][C:9]([S+:8]([CH3:25])[CH3:7])=[CH:14][CH:13]=1)=[O:24])[CH3:23]. The catalyst class is: 6.